From a dataset of Forward reaction prediction with 1.9M reactions from USPTO patents (1976-2016). Predict the product of the given reaction. (1) The product is: [CH:32]1([CH2:31][O:30][C:22]2[CH:23]=[CH:24][C:25]([CH:27]([F:29])[F:28])=[CH:26][C:21]=2[C:20]2[C:15]3[NH:14][C:13]([CH3:35])=[C:12]([C:10]([NH:9][C@H:6]4[CH2:7][CH2:8][C@H:3]([NH:2][C:40](=[O:41])[CH2:39][O:38][CH3:37])[C@H:4]([F:36])[CH2:5]4)=[O:11])[C:16]=3[N:17]=[CH:18][N:19]=2)[CH2:33][CH2:34]1. Given the reactants Cl.[NH2:2][C@H:3]1[CH2:8][CH2:7][C@H:6]([NH:9][C:10]([C:12]2[C:16]3[N:17]=[CH:18][N:19]=[C:20]([C:21]4[CH:26]=[C:25]([CH:27]([F:29])[F:28])[CH:24]=[CH:23][C:22]=4[O:30][CH2:31][CH:32]4[CH2:34][CH2:33]4)[C:15]=3[NH:14][C:13]=2[CH3:35])=[O:11])[CH2:5][C@H:4]1[F:36].[CH3:37][O:38][CH2:39][C:40](Cl)=[O:41], predict the reaction product. (2) Given the reactants Br[CH2:2][CH2:3][O:4][C:5]1[CH:10]=[CH:9][C:8]([CH2:11][C:12]([NH:14][C:15]2[CH:20]=[CH:19][CH:18]=[C:17]([CH:21]3[CH2:26][CH2:25][CH:24]([C:27]([CH3:30])([CH3:29])[CH3:28])[CH2:23][CH2:22]3)[CH:16]=2)=[O:13])=[CH:7][C:6]=1[O:31][CH3:32].[NH2:33][CH2:34][CH2:35][OH:36].C(N(CC)CC)C.C(Cl)(Cl)Cl, predict the reaction product. The product is: [C:27]([CH:24]1[CH2:25][CH2:26][CH:21]([C:17]2[CH:16]=[C:15]([NH:14][C:12](=[O:13])[CH2:11][C:8]3[CH:9]=[CH:10][C:5]([O:4][CH2:3][CH2:2][NH:33][CH2:34][CH2:35][OH:36])=[C:6]([O:31][CH3:32])[CH:7]=3)[CH:20]=[CH:19][CH:18]=2)[CH2:22][CH2:23]1)([CH3:30])([CH3:29])[CH3:28]. (3) Given the reactants C1(S([N:10]2[C:18]3[C:13](=[C:14]([O:21][CH3:22])[C:15]([O:19][CH3:20])=[CH:16][CH:17]=3)[CH:12]=[C:11]2[C:23]2[CH2:27][CH2:26][CH2:25][CH:24]=2)(=O)=O)C=CC=CC=1.[OH-].[Na+], predict the reaction product. The product is: [C:23]1([C:11]2[NH:10][C:18]3[C:13]([CH:12]=2)=[C:14]([O:21][CH3:22])[C:15]([O:19][CH3:20])=[CH:16][CH:17]=3)[CH2:27][CH2:26][CH2:25][CH:24]=1.